From a dataset of TCR-epitope binding with 47,182 pairs between 192 epitopes and 23,139 TCRs. Binary Classification. Given a T-cell receptor sequence (or CDR3 region) and an epitope sequence, predict whether binding occurs between them. (1) The epitope is TLVPQEHYV. The TCR CDR3 sequence is CASSSTDTGANVLTF. Result: 0 (the TCR does not bind to the epitope). (2) The epitope is TPINLVRDL. The TCR CDR3 sequence is CSVEGRTGGSYNEQFF. Result: 1 (the TCR binds to the epitope). (3) The epitope is FADDLNQLTGY. The TCR CDR3 sequence is CASSQEDRSSYEQYF. Result: 1 (the TCR binds to the epitope). (4) The epitope is TFYLTNDVSFL. The TCR CDR3 sequence is CASSYTGSAFEQYF. Result: 0 (the TCR does not bind to the epitope).